This data is from Full USPTO retrosynthesis dataset with 1.9M reactions from patents (1976-2016). The task is: Predict the reactants needed to synthesize the given product. (1) Given the product [Cl:1][C:2]1[C:7]([CH2:8][CH2:9][C:10]([O:12][CH2:13][CH3:14])=[O:11])=[CH:6][CH:5]=[C:4]([C:33]2[C:34]([N:36]([CH3:41])[S:37]([CH3:40])(=[O:39])=[O:38])=[CH:35][C:25]3[O:24][C:23]([C:20]4[CH:21]=[CH:22][C:17]([F:16])=[CH:18][CH:19]=4)=[C:27]([C:28](=[O:29])[NH:30][CH3:31])[C:26]=3[CH:32]=2)[N:3]=1, predict the reactants needed to synthesize it. The reactants are: [Cl:1][C:2]1[C:7]([CH2:8][CH2:9][C:10]([O:12][CH2:13][CH3:14])=[O:11])=[CH:6][CH:5]=[C:4](Cl)[N:3]=1.[F:16][C:17]1[CH:22]=[CH:21][C:20]([C:23]2[O:24][C:25]3[CH:35]=[C:34]([N:36]([CH3:41])[S:37]([CH3:40])(=[O:39])=[O:38])[C:33](B4OC(C)(C)C(C)(C)O4)=[CH:32][C:26]=3[C:27]=2[C:28]([NH:30][CH3:31])=[O:29])=[CH:19][CH:18]=1.CC1(C)C2C(=C(P(C3C=CC=CC=3)C3C=CC=CC=3)C=CC=2)OC2C(P(C3C=CC=CC=3)C3C=CC=CC=3)=CC=CC1=2.C1(C2C=CC=CC=2)C=CC=CC=1.C(=O)([O-])[O-].[Cs+].[Cs+]. (2) Given the product [F:34][C:32]([F:33])([F:35])[C:28]1[CH:27]=[C:26]([CH:31]=[CH:30][CH:29]=1)[CH2:25][N:22]1[CH2:23][C@H:24]2[C@@H:17]([NH:16][C:14](=[O:15])[C@H:9]([CH2:10][CH:11]([CH3:12])[CH3:13])[NH2:8])[CH2:18][CH2:19][C@H:20]2[CH2:21]1, predict the reactants needed to synthesize it. The reactants are: C(OC([NH:8][C@H:9]([C:14]([NH:16][C@H:17]1[C@@H:24]2[C@@H:20]([CH2:21][N:22]([CH2:25][C:26]3[CH:31]=[CH:30][CH:29]=[C:28]([C:32]([F:35])([F:34])[F:33])[CH:27]=3)[CH2:23]2)[CH2:19][CH2:18]1)=[O:15])[CH2:10][CH:11]([CH3:13])[CH3:12])=O)(C)(C)C. (3) The reactants are: C([BH3-])#N.[Na+].[Br:5][C:6]1[N:7]=[C:8]([NH:15][C:16]2[CH:21]=[CH:20][C:19]([CH:22]3[CH2:27][CH2:26][NH:25][CH2:24][CH2:23]3)=[CH:18][CH:17]=2)[C:9]2[N:10]([CH:12]=[CH:13][N:14]=2)[CH:11]=1.[O:28]1[CH2:31][C:30](=O)[CH2:29]1. Given the product [Br:5][C:6]1[N:7]=[C:8]([NH:15][C:16]2[CH:17]=[CH:18][C:19]([CH:22]3[CH2:27][CH2:26][N:25]([CH:30]4[CH2:31][O:28][CH2:29]4)[CH2:24][CH2:23]3)=[CH:20][CH:21]=2)[C:9]2[N:10]([CH:12]=[CH:13][N:14]=2)[CH:11]=1, predict the reactants needed to synthesize it. (4) The reactants are: [OH:1][C:2]1[CH:3]=[C:4]([O:9][S:10]([C:13]2[CH:18]=[CH:17][CH:16]=[C:15]([Cl:19])[C:14]=2[Cl:20])(=[O:12])=[O:11])[CH:5]=[C:6]([CH3:8])[CH:7]=1.[O:21]([C:26]([N:28]1[CH2:33][CH2:32][CH:31]([CH2:34]O)[CH2:30][CH2:29]1)=[O:27])[C:22]([CH3:25])([CH3:24])[CH3:23].C1(P(C2C=CC=CC=2)C2C=CC=CC=2)C=CC=CC=1. Given the product [C:22]([O:21][C:26]([N:28]1[CH2:33][CH2:32][CH:31]([CH2:34][O:1][C:2]2[CH:3]=[C:4]([O:9][S:10]([C:13]3[CH:18]=[CH:17][CH:16]=[C:15]([Cl:19])[C:14]=3[Cl:20])(=[O:12])=[O:11])[CH:5]=[C:6]([CH3:8])[CH:7]=2)[CH2:30][CH2:29]1)=[O:27])([CH3:25])([CH3:23])[CH3:24], predict the reactants needed to synthesize it.